From a dataset of Full USPTO retrosynthesis dataset with 1.9M reactions from patents (1976-2016). Predict the reactants needed to synthesize the given product. (1) Given the product [OH:15][NH:14][C:8](=[NH:9])[C:7]1[CH:10]=[CH:11][C:4]([O:3][C:2]([F:1])([F:12])[F:13])=[CH:5][CH:6]=1, predict the reactants needed to synthesize it. The reactants are: [F:1][C:2]([F:13])([F:12])[O:3][C:4]1[CH:11]=[CH:10][C:7]([C:8]#[N:9])=[CH:6][CH:5]=1.[NH2:14][OH:15].Cl. (2) Given the product [CH:62]1([CH2:65][N:66]2[CH2:67][CH2:68][N:69]([CH2:72][C@@H:73]([O:76][CH3:77])[CH2:74][NH:75][C:26]([C:20]3[CH:19]=[CH:18][C:17]([NH:16][C:9]4[N:8]=[CH:7][C:6]5[N:5]([CH3:29])[C:4](=[O:30])[C@@H:3]([CH2:1][CH3:2])[N:12]([CH:13]([CH3:15])[CH3:14])[C:11]=5[N:10]=4)=[C:25]4[O:24][CH2:23][CH2:22][C:21]=34)=[O:28])[CH2:70][CH2:71]2)[CH2:63][CH2:64]1, predict the reactants needed to synthesize it. The reactants are: [CH2:1]([C@H:3]1[N:12]([CH:13]([CH3:15])[CH3:14])[C:11]2[N:10]=[C:9]([NH:16][C:17]3[CH:18]=[CH:19][C:20]([C:26]([OH:28])=O)=[C:21]4[C:25]=3[O:24][CH2:23][CH2:22]4)[N:8]=[CH:7][C:6]=2[N:5]([CH3:29])[C:4]1=[O:30])[CH3:2].F[B-](F)(F)F.N1(OC(N(C)C)=[N+](C)C)C2C=CC=CC=2N=N1.C(N(C(C)C)CC)(C)C.[CH:62]1([CH2:65][N:66]2[CH2:71][CH2:70][N:69]([CH2:72][C@@H:73]([O:76][CH3:77])[CH2:74][NH2:75])[CH2:68][CH2:67]2)[CH2:64][CH2:63]1.C(=O)([O-])[O-].[Na+].[Na+]. (3) Given the product [F:22][C:23]([F:36])([F:35])[S:24]([O:1][C:2]1[CH:7]=[CH:6][C:5]([C:8](=[O:11])[CH2:9][CH3:10])=[CH:4][C:3]=1[CH2:12][CH2:13][CH3:14])(=[O:26])=[O:25], predict the reactants needed to synthesize it. The reactants are: [OH:1][C:2]1[CH:7]=[CH:6][C:5]([C:8](=[O:11])[CH2:9][CH3:10])=[CH:4][C:3]=1[CH2:12][CH2:13][CH3:14].C(N(CC)CC)C.[F:22][C:23]([F:36])([F:35])[S:24](O[S:24]([C:23]([F:36])([F:35])[F:22])(=[O:26])=[O:25])(=[O:26])=[O:25].[Cl-].[NH4+]. (4) Given the product [C:22]([O:21][C:19]([N:17]([CH3:18])[C@H:11]([C:12]([NH:2][CH3:1])=[O:13])[C:10](=[O:26])[O:9][CH3:7])=[O:20])([CH3:25])([CH3:24])[CH3:23], predict the reactants needed to synthesize it. The reactants are: [CH3:1][NH2:2].CO.CO.[CH2:7]([O:9][C:10](=[O:26])[CH:11]([N:17]([C:19]([O:21][C:22]([CH3:25])([CH3:24])[CH3:23])=[O:20])[CH3:18])[C:12](OCC)=[O:13])C.O.C(O)(=O)CC(CC(O)=O)(C(O)=O)O. (5) Given the product [F:8][C:9]1[CH:35]=[C:34]([F:36])[CH:33]=[CH:32][C:10]=1[O:11][CH:12]1[CH2:13][CH2:14][N:15]([C:18]2[N:23]=[C:22]3[CH2:24][N:25]([C:40](=[O:41])[CH2:39][C:37]#[N:38])[CH2:26][CH2:27][C:21]3=[N:20][C:19]=2[NH:28][CH:29]([CH3:31])[CH3:30])[CH2:16][CH2:17]1.[C:2]([OH:3])([C:4]([F:7])([F:6])[F:5])=[O:1], predict the reactants needed to synthesize it. The reactants are: [OH:1][C:2]([C:4]([F:7])([F:6])[F:5])=[O:3].[F:8][C:9]1[CH:35]=[C:34]([F:36])[CH:33]=[CH:32][C:10]=1[O:11][CH:12]1[CH2:17][CH2:16][N:15]([C:18]2[N:23]=[C:22]3[CH2:24][NH:25][CH2:26][CH2:27][C:21]3=[N:20][C:19]=2[NH:28][CH:29]([CH3:31])[CH3:30])[CH2:14][CH2:13]1.[C:37]([CH2:39][C:40](O)=[O:41])#[N:38].CN(C(ON1N=NC2C=CC=NC1=2)=[N+](C)C)C.F[P-](F)(F)(F)(F)F.CCN(C(C)C)C(C)C. (6) Given the product [Cl:24][C:25]1[CH:26]=[CH:27][C:28]([CH2:31][CH2:32][S:33]([NH:1][C@H:2]2[CH2:6][CH2:5][N:4]([C@@H:7]([CH3:16])[C:8]([N:10]3[CH2:11][CH2:12][O:13][CH2:14][CH2:15]3)=[O:9])[C:3]2=[O:17])(=[O:35])=[O:34])=[N:29][CH:30]=1, predict the reactants needed to synthesize it. The reactants are: [NH2:1][C@H:2]1[CH2:6][CH2:5][N:4]([C@@H:7]([CH3:16])[C:8]([N:10]2[CH2:15][CH2:14][O:13][CH2:12][CH2:11]2)=[O:9])[C:3]1=[O:17].N1C=CC=CC=1.[Cl:24][C:25]1[CH:26]=[CH:27][C:28]([CH2:31][CH2:32][S:33](Cl)(=[O:35])=[O:34])=[N:29][CH:30]=1.